From a dataset of Forward reaction prediction with 1.9M reactions from USPTO patents (1976-2016). Predict the product of the given reaction. (1) Given the reactants O.NN.O=C1C2C(=CC=CC=2)C(=O)[N:6]1[CH2:15][C:16]([CH3:22])([CH3:21])[C:17]([O:19][CH3:20])=[O:18], predict the reaction product. The product is: [NH2:6][CH2:15][C:16]([CH3:22])([CH3:21])[C:17]([O:19][CH3:20])=[O:18]. (2) The product is: [Br:2][C:3]1[CH:4]=[CH:5][C:6]2[C:7]3[N:15]([CH2:16][CH2:17][CH2:18][CH2:19][CH2:20][S:21]([Cl:1])(=[O:30])=[O:34])[C:14]([CH2:25][O:26][CH2:27][CH3:28])=[N:13][C:8]=3[CH:9]=[N:10][C:11]=2[CH:12]=1. Given the reactants [ClH:1].[Br:2][C:3]1[CH:4]=[CH:5][C:6]2[C:7]3[N:15]([CH2:16][CH2:17][CH2:18][CH2:19][CH2:20][S:21]C(=N)N)[C:14]([CH2:25][O:26][CH2:27][CH3:28])=[N:13][C:8]=3[CH:9]=[N:10][C:11]=2[CH:12]=1.Cl([O-])(=O)=[O:30].[Na+].[OH2:34], predict the reaction product. (3) Given the reactants Cl.Cl.C1(C[N:10]2[CH2:15][CH2:14][CH:13]([N:16]3[CH2:21][CH2:20][O:19][CH2:18][CH2:17]3)[CH2:12][CH2:11]2)C=CC=CC=1.C(=O)([O-])[O-].[K+].[K+], predict the reaction product. The product is: [NH:10]1[CH2:15][CH2:14][CH:13]([N:16]2[CH2:21][CH2:20][O:19][CH2:18][CH2:17]2)[CH2:12][CH2:11]1. (4) Given the reactants [NH2:1][C:2]1[C:3]2[S:11][CH:10]=[C:9]([C:12]3[CH:13]=[C:14]([S:18]([NH:21][CH3:22])(=[O:20])=[O:19])[CH:15]=[CH:16][CH:17]=3)[C:4]=2[N:5]=[C:6](Cl)[N:7]=1.[CH3:23][O:24][C:25]1[CH:26]=[C:27]([NH2:35])[CH:28]=[C:29]([O:33][CH3:34])[C:30]=1[O:31][CH3:32], predict the reaction product. The product is: [NH2:1][C:2]1[C:3]2[S:11][CH:10]=[C:9]([C:12]3[CH:13]=[C:14]([S:18]([NH:21][CH3:22])(=[O:20])=[O:19])[CH:15]=[CH:16][CH:17]=3)[C:4]=2[N:5]=[C:6]([NH:35][C:27]2[CH:28]=[C:29]([O:33][CH3:34])[C:30]([O:31][CH3:32])=[C:25]([O:24][CH3:23])[CH:26]=2)[N:7]=1.